The task is: Binary Classification. Given a miRNA mature sequence and a target amino acid sequence, predict their likelihood of interaction.. This data is from Experimentally validated miRNA-target interactions with 360,000+ pairs, plus equal number of negative samples. (1) The miRNA is hsa-miR-4761-5p with sequence ACAAGGUGUGCAUGCCUGACC. The protein sequence of the target gene is MASEELQKDLEEVKVLLEKATRKRVRDALTAEKSKIETEIKNKMQQKSQKKAELLDNEKPAAVVAPITTGYTVKISNYGWDQSDKFVKIYITLTGVHQVPTENVQVHFTERSFDLLVKNLNGKSYSMIVNNLLKPISVEGSSKKVKTDTVLILCRKKVENTRWDYLTQVEKECKEKEKPSYDTETDPSEGLMNVLKKIYEDGDDDMKRTINKAWVESREKQAKGDTEF. Result: 1 (interaction). (2) The protein sequence of the target gene is MMDPCSVGVQLRTTNECHKTYYTRHTGFKTLQELSSNDMLLLQLRTGMTLSGNNTICFHHVKIYIDRFEDLQKSCCDPFNIHKKLAKKNLHVIDLDDATFLSAKFGRQLVPGWKLCPKCTQIINGSVDVDTEDRQKRKPESDGRTAKALRSLQFTNPGRQTEFAPETGKREKRRLTKNATAGSDRQVIPAKSKVYDSQGLLIFSGMDLCDCLDEDCLGCFYACPACGSTKCGAECRCDRKWLYEQIEIEGGEIIHNKHAG. The miRNA is hsa-miR-6840-3p with sequence GCCCAGGACUUUGUGCGGGGUG. Result: 1 (interaction). (3) The miRNA is hsa-miR-4691-5p with sequence GUCCUCCAGGCCAUGAGCUGCGG. The protein sequence of the target gene is MALTSFLPAPTQLSQDQLEAEEKARSQRSRQTSLVSSRREPPPYGYRKGWIPRLLEDFGDGGAFPEIHVAQYPLDMGRKKKMSNALAIQVDSEGKIKYDAIARQGQSKDKVIYSKYTDLVPKEVMNADDPDLQRPDEEAIKEITEKTRVALEKSVSQKVAAAMPVRAADKLAPAQYIRYTPSQQGVAFNSGAKQRVIRMVEMQKDPMEPPRFKINKKIPRGPPSPPAPVMHSPSRKMTVKEQQEWKIPPCISNWKNAKGYTIPLDKRLAADGRGLQTVHINENFAKLAEALYIADRKARE.... Result: 1 (interaction).